Predict the reaction yield, written as a fraction of the theoretical maximum amount of product (1.0 means a 100% yield; for example, 0.34 means a 34% yield). From a dataset of Reaction yield outcomes from USPTO patents with 853,638 reactions. (1) The yield is 0.510. The reactants are [Cl:1][C:2]1[CH:3]=[C:4]([OH:10])[CH:5]=[N:6][C:7]=1[O:8][CH3:9].Br[CH2:12][C:13]1[C:23]([F:24])=[CH:22][C:16]([C:17]([O:19][CH2:20][CH3:21])=[O:18])=[C:15]([F:25])[CH:14]=1.C(=O)([O-])[O-].[K+].[K+]. The catalyst is CC(C)=O.O. The product is [Cl:1][C:2]1[CH:3]=[C:4]([O:10][CH2:12][C:13]2[C:23]([F:24])=[CH:22][C:16]([C:17]([O:19][CH2:20][CH3:21])=[O:18])=[C:15]([F:25])[CH:14]=2)[CH:5]=[N:6][C:7]=1[O:8][CH3:9]. (2) The yield is 0.600. The product is [CH:39]1([C:42]([NH:1][C:2]2[CH:7]=[C:6]([O:8][C:9]3[CH:14]=[CH:13][C:12]([NH:15][C:16]([C:18]4[C:22](=[O:23])[N:21]([C:24]5[CH:25]=[CH:26][CH:27]=[CH:28][CH:29]=5)[N:20]5[CH2:30][CH2:31][CH2:32][C:19]=45)=[O:17])=[CH:11][CH:10]=3)[CH:5]=[CH:4][N:3]=2)=[O:43])[CH2:41][CH2:40]1. The catalyst is CC#N.CN(C1C=CN=CC=1)C.C(Cl)Cl.O. The reactants are [NH2:1][C:2]1[CH:7]=[C:6]([O:8][C:9]2[CH:14]=[CH:13][C:12]([NH:15][C:16]([C:18]3[C:22](=[O:23])[N:21]([C:24]4[CH:29]=[CH:28][CH:27]=[CH:26][CH:25]=4)[N:20]4[CH2:30][CH2:31][CH2:32][C:19]=34)=[O:17])=[CH:11][CH:10]=2)[CH:5]=[CH:4][N:3]=1.N1C=CC=CC=1.[CH:39]1([C:42](Cl)=[O:43])[CH2:41][CH2:40]1. (3) The reactants are [NH2:1][C:2]1[CH:3]=[C:4]([O:16][CH2:17][CH2:18][O:19][CH3:20])[CH:5]=[C:6]2[C:10]=1[NH:9][C:8]([C:11]([O:13][CH2:14][CH3:15])=[O:12])=[CH:7]2.[S:21]1[CH:25]=[CH:24][CH:23]=[C:22]1[S:26](Cl)(=[O:28])=[O:27]. The catalyst is N1C=CC=CC=1. The product is [CH3:20][O:19][CH2:18][CH2:17][O:16][C:4]1[CH:5]=[C:6]2[C:10](=[C:2]([NH:1][S:26]([C:22]3[S:21][CH:25]=[CH:24][CH:23]=3)(=[O:28])=[O:27])[CH:3]=1)[NH:9][C:8]([C:11]([O:13][CH2:14][CH3:15])=[O:12])=[CH:7]2. The yield is 0.530. (4) The reactants are C(P1(=O)OP(CCC)(=O)OP(CCC)(=O)O1)CC.[C:19]([O:23][C:24]([N:26]1[CH2:35][CH2:34][C:33]2[N:32]=[C:31]([O:36][CH3:37])[CH:30]=[CH:29][C:28]=2[CH:27]1[C:38]([OH:40])=O)=[O:25])([CH3:22])([CH3:21])[CH3:20].[F:41][C:42]1[CH:43]=[C:44]([CH:46]=[C:47]([F:53])[C:48]=1[Si:49]([CH3:52])([CH3:51])[CH3:50])[NH2:45].CCN(C(C)C)C(C)C. The catalyst is CN(C1C=CN=CC=1)C.C(OCC)(=O)C.O. The product is [F:53][C:47]1[CH:46]=[C:44]([NH:45][C:38]([CH:27]2[N:26]([C:24]([O:23][C:19]([CH3:20])([CH3:22])[CH3:21])=[O:25])[CH2:35][CH2:34][C:33]3[N:32]=[C:31]([O:36][CH3:37])[CH:30]=[CH:29][C:28]2=3)=[O:40])[CH:43]=[C:42]([F:41])[C:48]=1[Si:49]([CH3:50])([CH3:51])[CH3:52]. The yield is 0.800. (5) The reactants are [CH3:1][O:2][P:3]([O:6]C)[O:4][CH3:5].[Cl:8][C:9]1[CH:16]=[CH:15][C:12]([CH2:13]Br)=[CH:11][CH:10]=1. No catalyst specified. The product is [CH3:1][O:2][P:3]([CH2:13][C:12]1[CH:15]=[CH:16][C:9]([Cl:8])=[CH:10][CH:11]=1)(=[O:6])[O:4][CH3:5]. The yield is 0.930. (6) The catalyst is CCCCCCCC[N+](CCCCCCCC)(CCCCCCCC)C.[Cl-].C1C=CC([P]([Pd]([P](C2C=CC=CC=2)(C2C=CC=CC=2)C2C=CC=CC=2)([P](C2C=CC=CC=2)(C2C=CC=CC=2)C2C=CC=CC=2)[P](C2C=CC=CC=2)(C2C=CC=CC=2)C2C=CC=CC=2)(C2C=CC=CC=2)C2C=CC=CC=2)=CC=1.C1(C)C=CC=CC=1. The reactants are Br[C:2]1[S:14][C:13]2[C:4](=[C:5]3[C:10](=[C:11]4[CH:17]=[C:16](Br)[S:15][C:12]4=2)[N:9]=[C:8]([CH2:19][C@@H:20]([CH3:27])[CH2:21][CH2:22][CH2:23][CH:24]([CH3:26])[CH3:25])[C:7]([CH2:28][C@@H:29]([CH3:36])[CH2:30][CH2:31][CH2:32][CH:33]([CH3:35])[CH3:34])=[N:6]3)[CH:3]=1.CC1(C)C(C)(C)OB(C2SC3C4SC(B5OC(C)(C)C(C)(C)O5)=CC=4C(CCCCCCCC)(CCCCCCCC)C=3C=2)O1.C([O-])([O-])=O.[Na+].[Na+]. The product is [CH3:36][C@@H:29]([CH2:30][CH2:31][CH2:32][CH:33]([CH3:35])[CH3:34])[CH2:28][C:7]1[C:8]([CH2:19][C@@H:20]([CH3:27])[CH2:21][CH2:22][CH2:23][CH:24]([CH3:25])[CH3:26])=[N:9][C:10]2[C:5](=[C:4]3[CH:3]=[CH:2][S:14][C:13]3=[C:12]3[S:15][CH:16]=[CH:17][C:11]3=2)[N:6]=1. The yield is 0.860. (7) The reactants are [F:1][C:2]1[CH:3]=[C:4]([C@H:10]2[CH2:14][CH2:13][CH2:12][N:11]2[C:15]2[CH:20]=[CH:19][N:18]3[N:21]=[CH:22][C:23]([C:24](O)=[O:25])=[C:17]3[N:16]=2)[C:5]([O:8][CH3:9])=[N:6][CH:7]=1.[CH:27]1([NH2:30])[CH2:29][CH2:28]1. No catalyst specified. The product is [CH:27]1([NH:30][C:24]([C:23]2[CH:22]=[N:21][N:18]3[CH:19]=[CH:20][C:15]([N:11]4[CH2:12][CH2:13][CH2:14][C@@H:10]4[C:4]4[C:5]([O:8][CH3:9])=[N:6][CH:7]=[C:2]([F:1])[CH:3]=4)=[N:16][C:17]=23)=[O:25])[CH2:29][CH2:28]1. The yield is 0.570.